Dataset: NCI-60 drug combinations with 297,098 pairs across 59 cell lines. Task: Regression. Given two drug SMILES strings and cell line genomic features, predict the synergy score measuring deviation from expected non-interaction effect. (1) Drug 1: COC1=C2C(=CC3=C1OC=C3)C=CC(=O)O2. Drug 2: COCCOC1=C(C=C2C(=C1)C(=NC=N2)NC3=CC=CC(=C3)C#C)OCCOC.Cl. Cell line: HCC-2998. Synergy scores: CSS=-16.1, Synergy_ZIP=8.60, Synergy_Bliss=4.68, Synergy_Loewe=-11.5, Synergy_HSA=-11.5. (2) Drug 1: CC1CCC2CC(C(=CC=CC=CC(CC(C(=O)C(C(C(=CC(C(=O)CC(OC(=O)C3CCCCN3C(=O)C(=O)C1(O2)O)C(C)CC4CCC(C(C4)OC)O)C)C)O)OC)C)C)C)OC. Drug 2: C1CN(CCN1C(=O)CCBr)C(=O)CCBr. Cell line: DU-145. Synergy scores: CSS=34.5, Synergy_ZIP=-2.00, Synergy_Bliss=-2.51, Synergy_Loewe=-5.99, Synergy_HSA=-3.59. (3) Drug 1: CCC1(CC2CC(C3=C(CCN(C2)C1)C4=CC=CC=C4N3)(C5=C(C=C6C(=C5)C78CCN9C7C(C=CC9)(C(C(C8N6C=O)(C(=O)OC)O)OC(=O)C)CC)OC)C(=O)OC)O.OS(=O)(=O)O. Drug 2: C1CN1C2=NC(=NC(=N2)N3CC3)N4CC4. Cell line: CCRF-CEM. Synergy scores: CSS=43.6, Synergy_ZIP=-5.21, Synergy_Bliss=-6.92, Synergy_Loewe=-3.21, Synergy_HSA=-2.04.